Dataset: Reaction yield outcomes from USPTO patents with 853,638 reactions. Task: Predict the reaction yield, written as a fraction of the theoretical maximum amount of product (1.0 means a 100% yield; for example, 0.34 means a 34% yield). (1) The reactants are [Br:1][C:2]1[CH:6]=[N:5][N:4]([CH3:7])[C:3]=1[C:8]1[CH:9]=[C:10]([NH:16][C:17]([NH:19][C:20]2[CH:25]=[CH:24][C:23]([F:26])=[CH:22][C:21]=2[F:27])=[O:18])[CH:11]=[CH:12][C:13]=1[O:14]C.[Al+3].[Cl-].[Cl-].[Cl-].CCOC(C)=O.C(C(C(C([O-])=O)O)O)([O-])=O.[Na+].[K+]. The catalyst is C(Cl)Cl. The product is [Br:1][C:2]1[CH:6]=[N:5][N:4]([CH3:7])[C:3]=1[C:8]1[CH:9]=[C:10]([NH:16][C:17]([NH:19][C:20]2[CH:25]=[CH:24][C:23]([F:26])=[CH:22][C:21]=2[F:27])=[O:18])[CH:11]=[CH:12][C:13]=1[OH:14]. The yield is 1.00. (2) The reactants are [NH2:1][C@@H:2]([CH2:15][C:16]1[CH:21]=[CH:20][CH:19]=[CH:18][C:17]=1[C:22]([F:25])([F:24])[F:23])[CH2:3][N:4]1[C:12](=[O:13])[C:11]2[C:6](=[CH:7][CH:8]=[CH:9][CH:10]=2)[C:5]1=[O:14].[CH3:26][N:27]1[C:31]([C:32]2[N:36]([CH3:37])[N:35]=[CH:34][CH:33]=2)=[CH:30][C:29]([C:38](O)=[O:39])=[CH:28]1.C(N(CC)C(C)C)(C)C.F[P-](F)(F)(F)(F)F.Br[P+](N1CCCC1)(N1CCCC1)N1CCCC1. The catalyst is ClCCl. The product is [O:14]=[C:5]1[C:6]2[C:11](=[CH:10][CH:9]=[CH:8][CH:7]=2)[C:12](=[O:13])[N:4]1[CH2:3][C@@H:2]([NH:1][C:38]([C:29]1[CH:30]=[C:31]([C:32]2[N:36]([CH3:37])[N:35]=[CH:34][CH:33]=2)[N:27]([CH3:26])[CH:28]=1)=[O:39])[CH2:15][C:16]1[CH:21]=[CH:20][CH:19]=[CH:18][C:17]=1[C:22]([F:25])([F:23])[F:24]. The yield is 0.950. (3) The reactants are [Cl:1][C:2]1[N:3]=[C:4](Cl)[C:5]2[CH:11]=[CH:10][N:9]=[CH:8][C:6]=2[N:7]=1.[OH-:13].[Na+].Cl. The catalyst is C1COCC1.O. The product is [Cl:1][C:2]1[N:3]=[C:4]([OH:13])[C:5]2[CH:11]=[CH:10][N:9]=[CH:8][C:6]=2[N:7]=1. The yield is 0.880. (4) The catalyst is C1(C)C=CC=CC=1.C(OCC)(=O)C.C([O-])(=O)C.[Pd+2].C([O-])(=O)C.C1(P(C2C=CC=CC=2)[C-]2C=CC=C2)C=CC=CC=1.[C-]1(P(C2C=CC=CC=2)C2C=CC=CC=2)C=CC=C1.[Fe+2]. The product is [CH3:25][C:22]1([CH3:26])[CH2:23][C:24]2[N:16]([C:14]3[CH:13]=[CH:12][C:9]([C:10]#[N:11])=[C:8]([NH:34][C:33]4[CH:35]=[C:36]([O:40][CH3:41])[C:37]([O:38][CH3:39])=[C:31]([O:30][CH3:29])[CH:32]=4)[CH:15]=3)[N:17]=[C:18]([CH3:28])[C:19]=2[C:20](=[O:27])[CH2:21]1. The reactants are CC(C)([O-])C.[Na+].Br[C:8]1[CH:15]=[C:14]([N:16]2[C:24]3[CH2:23][C:22]([CH3:26])([CH3:25])[CH2:21][C:20](=[O:27])[C:19]=3[C:18]([CH3:28])=[N:17]2)[CH:13]=[CH:12][C:9]=1[C:10]#[N:11].[CH3:29][O:30][C:31]1[CH:32]=[C:33]([CH:35]=[C:36]([O:40][CH3:41])[C:37]=1[O:38][CH3:39])[NH2:34]. The yield is 0.820. (5) The reactants are C(OC([N:8]1[CH2:13][CH2:12][CH:11]([S:14][C:15]2[CH:20]=[CH:19][CH:18]=[CH:17][C:16]=2[Br:21])[CH2:10][CH2:9]1)=O)(C)(C)C.[ClH:22]. The catalyst is O1CCOCC1. The product is [ClH:22].[Br:21][C:16]1[CH:17]=[CH:18][CH:19]=[CH:20][C:15]=1[S:14][CH:11]1[CH2:12][CH2:13][NH:8][CH2:9][CH2:10]1. The yield is 0.990.